The task is: Predict the product of the given reaction.. This data is from Forward reaction prediction with 1.9M reactions from USPTO patents (1976-2016). (1) Given the reactants [NH2:1][C:2]1[S:3][C:4]([C:10]2[C:15]([F:16])=[CH:14][C:13]([C:17]([OH:20])([CH3:19])[CH3:18])=[CH:12][C:11]=2[F:21])=[CH:5][C:6]=1[C:7]([NH2:9])=[O:8].Br[C:23]1[N:28]=[C:27]([C@@:29]2([OH:46])[CH2:34][CH2:33][N:32]([C:35]([O:37][CH2:38][C:39]3[CH:44]=[CH:43][CH:42]=[CH:41][CH:40]=3)=[O:36])[CH2:31][C@@H:30]2[OH:45])[CH:26]=[CH:25][CH:24]=1, predict the reaction product. The product is: [NH2:9][C:7]([C:6]1[CH:5]=[C:4]([C:10]2[C:11]([F:21])=[CH:12][C:13]([C:17]([OH:20])([CH3:18])[CH3:19])=[CH:14][C:15]=2[F:16])[S:3][C:2]=1[NH:1][C:23]1[N:28]=[C:27]([C@@:29]2([OH:46])[CH2:34][CH2:33][N:32]([C:35]([O:37][CH2:38][C:39]3[CH:44]=[CH:43][CH:42]=[CH:41][CH:40]=3)=[O:36])[CH2:31][C@@H:30]2[OH:45])[CH:26]=[CH:25][CH:24]=1)=[O:8]. (2) Given the reactants CC([N:5]([CH2:9][CH2:10][CH2:11][CH2:12][N:13]([CH2:20][C@H:21]([OH:25])[CH2:22][O:23][CH3:24])[C:14]([NH:16][CH:17]([CH3:19])[CH3:18])=[O:15])[C:6](=[O:8])[O-:7])(C)C.[CH3:26]CN(CC)CC.[CH3:33][S:34](Cl)(=[O:36])=[O:35].[CH2:38]1[CH2:42]OC[CH2:39]1, predict the reaction product. The product is: [CH3:33][S:34]([O:25][C@H:21]([CH2:22][O:23][CH3:24])[CH2:20][N:13]([CH2:12][CH2:11][CH2:10][CH2:9][NH:5][C:6]([O:7][C:38]([CH3:39])([CH3:42])[CH3:26])=[O:8])[C:14]([NH:16][CH:17]([CH3:18])[CH3:19])=[O:15])(=[O:36])=[O:35].